From a dataset of Forward reaction prediction with 1.9M reactions from USPTO patents (1976-2016). Predict the product of the given reaction. (1) Given the reactants [OH:1][CH:2]1[CH2:7][CH2:6][N:5]([C:8]([O:10][C:11]([CH3:14])([CH3:13])[CH3:12])=[O:9])[CH2:4][CH2:3]1.[Cl:15][C:16]1[CH:21]=[C:20](Cl)[N:19]=[C:18]([C:23]([F:26])([F:25])[F:24])[N:17]=1.[H-].[Na+], predict the reaction product. The product is: [Cl:15][C:16]1[N:17]=[C:18]([C:23]([F:26])([F:25])[F:24])[N:19]=[C:20]([O:1][CH:2]2[CH2:3][CH2:4][N:5]([C:8]([O:10][C:11]([CH3:14])([CH3:13])[CH3:12])=[O:9])[CH2:6][CH2:7]2)[CH:21]=1. (2) Given the reactants [F:1][C:2]1[CH:7]=[CH:6][C:5]([C:8]2[C:12]([C:13]3[CH:18]=[CH:17][N:16]=[C:15]([NH:19][CH2:20][C:21]4[CH:26]=[CH:25][CH:24]=[CH:23][CH:22]=4)[N:14]=3)=[CH:11][NH:10][N:9]=2)=[CH:4][CH:3]=1.[C:27](OC(=O)C)(=[O:29])[CH3:28].C(N(CC)CC)C, predict the reaction product. The product is: [F:1][C:2]1[CH:3]=[CH:4][C:5]([C:8]2[C:12]([C:13]3[CH:18]=[CH:17][N:16]=[C:15]([N:19]([CH2:20][C:21]4[CH:22]=[CH:23][CH:24]=[CH:25][CH:26]=4)[C:27](=[O:29])[CH3:28])[N:14]=3)=[CH:11][NH:10][N:9]=2)=[CH:6][CH:7]=1. (3) Given the reactants [CH3:1][NH:2]C(C1N(CC2N3C=C(C)C=CC3=NC=2C2C=CC(C)=CC=2)N=CN=1)=O.[Cl:28][C:29]1[CH:34]=[CH:33][C:32]([C:35]2[N:36]=[C:37]3[CH:42]=[CH:41][CH:40]=[CH:39][N:38]3[C:43]=2[CH2:44][N:45]2[C:49]([CH3:50])=[CH:48][C:47]([C:51](OC)=[O:52])=[N:46]2)=[CH:31][CH:30]=1.CN, predict the reaction product. The product is: [Cl:28][C:29]1[CH:30]=[CH:31][C:32]([C:35]2[N:36]=[C:37]3[CH:42]=[CH:41][CH:40]=[CH:39][N:38]3[C:43]=2[CH2:44][N:45]2[C:49]([CH3:50])=[CH:48][C:47]([C:51]([NH:2][CH3:1])=[O:52])=[N:46]2)=[CH:33][CH:34]=1. (4) Given the reactants [Br:1][C:2]1[CH:3]=[C:4]2[C:8](=[CH:9][CH:10]=1)[NH:7][C:6]([C:11]([OH:13])=O)=[CH:5]2.C[O:15][C:16](=[O:35])[CH2:17][CH2:18][C:19]1[CH:24]=[CH:23][C:22]([O:25][C:26]2[CH:31]=[CH:30][CH:29]=[C:28]([CH2:32][NH2:33])[CH:27]=2)=[CH:21][C:20]=1[CH3:34], predict the reaction product. The product is: [Br:1][C:2]1[CH:3]=[C:4]2[C:8](=[CH:9][CH:10]=1)[NH:7][C:6]([C:11]([NH:33][CH2:32][C:28]1[CH:27]=[C:26]([CH:31]=[CH:30][CH:29]=1)[O:25][C:22]1[CH:23]=[CH:24][C:19]([CH2:18][CH2:17][C:16]([OH:35])=[O:15])=[C:20]([CH3:34])[CH:21]=1)=[O:13])=[CH:5]2.